The task is: Binary Classification. Given a drug SMILES string, predict its activity (active/inactive) in a high-throughput screening assay against a specified biological target.. This data is from Cav3 T-type calcium channel HTS with 100,875 compounds. (1) The drug is O(Cc1c(onc1C)C)c1c(OC)cc(cc1)C(OC(C(=O)Nc1cc2OCOc2cc1)C)=O. The result is 0 (inactive). (2) The molecule is S(CCCOc1ccc(OC)cc1)c1ncccn1. The result is 0 (inactive). (3) The drug is O=c1n(CC(=O)NCCc2ccccc2)cnc2n(ncc12)C(C)(C)C. The result is 0 (inactive). (4) The drug is FC(F)(F)c1cc(N2CCN(CC2)Cc2ccc(NC(=O)C)cc2)ccc1. The result is 0 (inactive). (5) The drug is S(=O)(=O)(N1C(CC(=O)Nc2c1cccc2)C)c1ccc(cc1)C. The result is 0 (inactive).